Dataset: Full USPTO retrosynthesis dataset with 1.9M reactions from patents (1976-2016). Task: Predict the reactants needed to synthesize the given product. (1) Given the product [CH2:23]([O:8][C:5]1[CH:6]=[CH:7][C:2]([Br:1])=[CH:3][C:4]=1[C:9]1[O:10][C:11]2[CH:17]=[CH:16][C:15]([C:18]([CH3:21])([CH3:20])[CH3:19])=[CH:14][C:12]=2[N:13]=1)[C:24]1[CH:29]=[CH:28][CH:27]=[CH:26][CH:25]=1, predict the reactants needed to synthesize it. The reactants are: [Br:1][C:2]1[CH:7]=[CH:6][C:5]([OH:8])=[C:4]([C:9]2[O:10][C:11]3[CH:17]=[CH:16][C:15]([C:18]([CH3:21])([CH3:20])[CH3:19])=[CH:14][C:12]=3[N:13]=2)[CH:3]=1.Cl[CH2:23][C:24]1[CH:29]=[CH:28][CH:27]=[CH:26][CH:25]=1. (2) Given the product [NH2:8][C:9]1[N:14]=[C:13]([CH3:15])[N:12]=[C:11]([C:16]2[CH:17]=[C:18]([C:32]([CH3:41])([CH3:40])[C:33]([OH:35])=[O:34])[CH:19]=[N:20][C:21]=2[NH:22][C:23]2[CH:24]=[N:25][C:26]([O:30][CH3:31])=[C:27]([F:29])[CH:28]=2)[N:10]=1, predict the reactants needed to synthesize it. The reactants are: COC1C=CC(C[N:8](CC2C=CC(OC)=CC=2)[C:9]2[N:14]=[C:13]([CH3:15])[N:12]=[C:11]([C:16]3[CH:17]=[C:18]([C:32]([CH3:41])([CH3:40])[C:33]([O:35]C(C)(C)C)=[O:34])[CH:19]=[N:20][C:21]=3[NH:22][C:23]3[CH:24]=[N:25][C:26]([O:30][CH3:31])=[C:27]([F:29])[CH:28]=3)[N:10]=2)=CC=1.FC(F)(F)S(O)(=O)=O. (3) Given the product [CH2:61]([O:60][C:57]([N:6]1[C:15]2[C:10](=[N:11][C:12]([O:16][CH3:17])=[CH:13][CH:14]=2)[C@@H:9]([NH:18][C:19]2[N:24]=[C:23]([CH2:25][C:26]3[CH:31]=[C:30]([C:32]([F:33])([F:34])[F:35])[CH:29]=[C:28]([C:36]([F:38])([F:39])[F:37])[CH:27]=3)[C:22]([CH2:40][CH2:41][CH2:42][S:43]([OH:54])(=[O:45])=[O:44])=[CH:21][N:20]=2)[CH2:8][C@H:7]1[CH2:52][CH3:53])=[O:59])[CH3:62], predict the reactants needed to synthesize it. The reactants are: C(OC([N:6]1[C:15]2[C:10](=[N:11][C:12]([O:16][CH3:17])=[CH:13][CH:14]=2)[C@@H:9]([NH:18][C:19]2[N:24]=[C:23]([CH2:25][C:26]3[CH:31]=[C:30]([C:32]([F:35])([F:34])[F:33])[CH:29]=[C:28]([C:36]([F:39])([F:38])[F:37])[CH:27]=3)[C:22]([CH2:40][CH2:41][CH2:42][S:43](CC(=C=O)OC)(=[O:45])=[O:44])=[CH:21][N:20]=2)[CH2:8][C@H:7]1[CH2:52][CH3:53])=O)C.[OH-:54].[Na+].Cl.[C:57]([O:60][CH2:61][CH3:62])(=[O:59])C. (4) Given the product [C:41]([CH2:40][CH2:39][N:19]1[CH2:20][CH2:21][CH:16]([C:14]([N:12]2[CH2:13][CH:9]([C:4]3[CH:5]=[CH:6][C:7]([Cl:8])=[C:2]([Cl:1])[CH:3]=3)[CH:10]([N:22]([CH3:37])[C:23](=[O:36])[C:24]3[CH:29]=[CH:28][C:27]([O:30][CH3:31])=[C:26]([C:32]([F:33])([F:34])[F:35])[CH:25]=3)[CH2:11]2)=[O:15])[CH2:17][CH2:18]1)#[N:42], predict the reactants needed to synthesize it. The reactants are: [Cl:1][C:2]1[CH:3]=[C:4]([CH:9]2[CH2:13][N:12]([C:14]([CH:16]3[CH2:21][CH2:20][NH:19][CH2:18][CH2:17]3)=[O:15])[CH2:11][CH:10]2[N:22]([CH3:37])[C:23](=[O:36])[C:24]2[CH:29]=[CH:28][C:27]([O:30][CH3:31])=[C:26]([C:32]([F:35])([F:34])[F:33])[CH:25]=2)[CH:5]=[CH:6][C:7]=1[Cl:8].Br[CH2:39][CH2:40][C:41]#[N:42].C(=O)([O-])[O-].[Na+].[Na+].